From a dataset of Forward reaction prediction with 1.9M reactions from USPTO patents (1976-2016). Predict the product of the given reaction. (1) Given the reactants [Cl:1][C:2]1[CH:7]=[CH:6][C:5]([NH:8][C:9](=[O:14])[C:10]([CH3:13])([CH3:12])[CH3:11])=[CH:4][CH:3]=1.[Li]CCCC.CCCCCC.[N:26]1[CH:31]=[CH:30][CH:29]=[C:28]([CH:32]=[O:33])[CH:27]=1, predict the reaction product. The product is: [Cl:1][C:2]1[CH:3]=[CH:4][C:5]([NH:8][C:9](=[O:14])[C:10]([CH3:11])([CH3:13])[CH3:12])=[C:6]([CH:32]([OH:33])[C:28]2[CH:27]=[N:26][CH:31]=[CH:30][CH:29]=2)[CH:7]=1. (2) Given the reactants [CH3:1][O:2][C:3]1[CH:8]=[CH:7][C:6]([C:9]2[C:14]([C:15]3[N:16]=[N:17][C:18]([O:21]C)=[CH:19][CH:20]=3)=[CH:13][N:12]=[C:11]([NH2:23])[N:10]=2)=[CH:5][CH:4]=1.O.[OH-].[Na+], predict the reaction product. The product is: [NH2:23][C:11]1[N:10]=[C:9]([C:6]2[CH:5]=[CH:4][C:3]([O:2][CH3:1])=[CH:8][CH:7]=2)[C:14]([C:15]2[CH:20]=[CH:19][C:18](=[O:21])[NH:17][N:16]=2)=[CH:13][N:12]=1. (3) Given the reactants [Cl:1][CH2:2][O:3][C:4](Cl)=[O:5].[NH:7]1[CH2:12][CH2:11][O:10][CH2:9][CH2:8]1, predict the reaction product. The product is: [Cl:1][CH2:2][O:3][C:4]([N:7]1[CH2:12][CH2:11][O:10][CH2:9][CH2:8]1)=[O:5]. (4) Given the reactants [CH:1]1([N:6]2[CH2:12][C:11]([F:14])([F:13])[C:10](=[O:15])[N:9]([CH3:16])[C:8]3[CH:17]=[N:18][C:19]([NH:21][C:22]4[CH:30]=[CH:29][C:25]([C:26]([OH:28])=O)=[CH:24][C:23]=4[C:31]([F:34])([F:33])[F:32])=[N:20][C:7]2=3)[CH2:5][CH2:4][CH2:3][CH2:2]1.F[P-](F)(F)(F)(F)F.C[N:43](C(N(C)C)=[N+]1C2C(=NC=CC=2)[N+]([O-])=N1)C.C(N(C(C)C)CC)(C)C.[Cl-].[NH4+], predict the reaction product. The product is: [CH:1]1([N:6]2[CH2:12][C:11]([F:14])([F:13])[C:10](=[O:15])[N:9]([CH3:16])[C:8]3[CH:17]=[N:18][C:19]([NH:21][C:22]4[CH:30]=[CH:29][C:25]([C:26]([NH2:43])=[O:28])=[CH:24][C:23]=4[C:31]([F:34])([F:33])[F:32])=[N:20][C:7]2=3)[CH2:2][CH2:3][CH2:4][CH2:5]1. (5) Given the reactants [Cl:1][C:2]1[CH:10]=[CH:9][C:8]([C:11]2[C:12]([C@@H:23]([NH:33]C(=O)OC(C)(C)C)[CH2:24][C:25]3[CH:30]=[C:29]([F:31])[CH:28]=[C:27]([F:32])[CH:26]=3)=[N:13][C:14]([C:17]#[C:18][C:19]([OH:22])([CH3:21])[CH3:20])=[CH:15][CH:16]=2)=[C:7]2[C:3]=1[C:4]([NH:42][S:43]([CH3:46])(=[O:45])=[O:44])=[N:5][N:6]2[CH3:41].[C:47]([OH:53])([C:49]([F:52])([F:51])[F:50])=[O:48].C([O-])(O)=O.[Na+], predict the reaction product. The product is: [OH:53][C:47]([C:49]([F:52])([F:51])[F:50])=[O:48].[NH2:33][C@H:23]([C:12]1[C:11]([C:8]2[CH:9]=[CH:10][C:2]([Cl:1])=[C:3]3[C:7]=2[N:6]([CH3:41])[N:5]=[C:4]3[NH:42][S:43]([CH3:46])(=[O:44])=[O:45])=[CH:16][CH:15]=[C:14]([C:17]#[C:18][C:19]([OH:22])([CH3:20])[CH3:21])[N:13]=1)[CH2:24][C:25]1[CH:30]=[C:29]([F:31])[CH:28]=[C:27]([F:32])[CH:26]=1. (6) Given the reactants [Cl:1][C:2]1[CH:3]=[C:4]([CH2:13][NH2:14])[CH:5]=[CH:6][C:7]=1[O:8][C:9]([F:12])([F:11])[F:10].[Br:15][C:16]1[S:20][C:19]2=[N:21][C:22]([C:24](O)=[O:25])=[CH:23][N:18]2[CH:17]=1, predict the reaction product. The product is: [Br:15][C:16]1[S:20][C:19]2=[N:21][C:22]([C:24]([NH:14][CH2:13][C:4]3[CH:5]=[CH:6][C:7]([O:8][C:9]([F:11])([F:12])[F:10])=[C:2]([Cl:1])[CH:3]=3)=[O:25])=[CH:23][N:18]2[CH:17]=1. (7) Given the reactants [CH3:1][O:2][C:3]1[N:8]=[CH:7][C:6]([C:9]2[O:13][C:12]([CH3:14])=[C:11]([CH:15]([NH:20][C:21]3[CH:22]=[CH:23][C:24]([C:27](O)=[O:28])=[N:25][CH:26]=3)[CH2:16][CH:17]([CH3:19])[CH3:18])[CH:10]=2)=[CH:5][CH:4]=1.Cl.[NH2:31][CH2:32][CH2:33][C:34]([O:36][CH2:37][CH3:38])=[O:35].Cl.C(N=C=NCCCN(C)C)C.O.OC1C2N=NNC=2C=CC=1, predict the reaction product. The product is: [CH3:1][O:2][C:3]1[N:8]=[CH:7][C:6]([C:9]2[O:13][C:12]([CH3:14])=[C:11]([CH:15]([NH:20][C:21]3[CH:22]=[CH:23][C:24]([C:27]([NH:31][CH2:32][CH2:33][C:34]([O:36][CH2:37][CH3:38])=[O:35])=[O:28])=[N:25][CH:26]=3)[CH2:16][CH:17]([CH3:18])[CH3:19])[CH:10]=2)=[CH:5][CH:4]=1. (8) Given the reactants [I:1][C:2]1[CH:6]=[CH:5][NH:4][N:3]=1.[H-].[Na+].F[C:10]1[CH:19]=[CH:18][C:13]([C:14]([O:16][CH3:17])=[O:15])=[CH:12][CH:11]=1, predict the reaction product. The product is: [I:1][C:2]1[CH:6]=[CH:5][N:4]([C:10]2[CH:19]=[CH:18][C:13]([C:14]([O:16][CH3:17])=[O:15])=[CH:12][CH:11]=2)[N:3]=1. (9) Given the reactants CO[CH:3]([O:20]C)[CH2:4][NH:5][C:6](=O)[C:7]1[CH:12]=[C:11]([N+:13]([O-:15])=[O:14])[CH:10]=[CH:9][C:8]=1[N:16]([CH3:18])[CH3:17].O=P12OP3(OP(OP(O3)(O1)=O)(=O)O2)=O.[OH-].[Na+], predict the reaction product. The product is: [CH3:18][N:16]([CH3:17])[C:8]1[CH:9]=[CH:10][C:11]([N+:13]([O-:15])=[O:14])=[CH:12][C:7]=1[C:6]1[O:20][CH:3]=[CH:4][N:5]=1.